Predict which catalyst facilitates the given reaction. From a dataset of Catalyst prediction with 721,799 reactions and 888 catalyst types from USPTO. (1) Reactant: Br[C:2]1[CH:3]=[C:4]([OH:9])[CH:5]=[C:6]([Cl:8])[CH:7]=1.[CH3:10][S:11]([O-:13])=[O:12].[Na+].N1CCC[C@H]1C(O)=O.C(=O)([O-])[O-].[K+].[K+]. Product: [Cl:8][C:6]1[CH:5]=[C:4]([OH:9])[CH:3]=[C:2]([S:11]([CH3:10])(=[O:13])=[O:12])[CH:7]=1. The catalyst class is: 16. (2) Reactant: [NH2:1][CH2:2][CH2:3][N:4]1[C:9]2[CH:10]=[C:11]([C:18]([N:20]([CH:34]([CH3:36])[CH3:35])[C@@H:21]3[CH2:26][CH2:25][CH2:24][N:23]([C:27]([O:29][C:30]([CH3:33])([CH3:32])[CH3:31])=[O:28])[CH2:22]3)=[O:19])[C:12]([C:14]([F:17])([F:16])[F:15])=[CH:13][C:8]=2[O:7][C:6]([CH3:38])([CH3:37])[C:5]1=[O:39].[S:40](S(O)(=O)=O)(O)(=O)=O.[CH3:48][CH2:49][CH2:50]C.C(N(CC)CC)C.CO. Product: [CH3:38][C:6]1([CH3:37])[C:5](=[O:39])[N:4]([CH2:3][CH2:2][NH:1][C:50](=[S:40])[CH2:49][CH3:48])[C:9]2[CH:10]=[C:11]([C:18]([N:20]([CH:34]([CH3:35])[CH3:36])[C@@H:21]3[CH2:26][CH2:25][CH2:24][N:23]([C:27]([O:29][C:30]([CH3:31])([CH3:32])[CH3:33])=[O:28])[CH2:22]3)=[O:19])[C:12]([C:14]([F:15])([F:17])[F:16])=[CH:13][C:8]=2[O:7]1. The catalyst class is: 6.